Dataset: Full USPTO retrosynthesis dataset with 1.9M reactions from patents (1976-2016). Task: Predict the reactants needed to synthesize the given product. (1) Given the product [CH3:7][O:18][C:19]([O:2][CH3:1])([CH2:27][CH3:28])[CH2:20][S:21][CH2:22][C:23]([O:25][CH3:26])=[O:24], predict the reactants needed to synthesize it. The reactants are: [CH:1]([O-])([O-])[O:2]C.O.[C:7]1(C)C=CC(S(O)(=O)=O)=CC=1.[O:18]=[C:19]([CH2:27][CH3:28])[CH2:20][S:21][CH2:22][C:23]([O:25][CH3:26])=[O:24].C[O-].[Na+]. (2) Given the product [CH2:44]([N:48]([CH2:52][CH2:53][CH2:54][CH3:55])[CH2:49][CH2:50][NH:51][C:36]([NH:20][C:19]1[CH:21]=[C:22]([CH3:23])[C:16]([O:15][C:6]2[C:5]3[C:10](=[CH:11][C:12]([O:13][CH3:14])=[C:3]([O:2][CH3:1])[CH:4]=3)[N:9]=[CH:8][CH:7]=2)=[CH:17][C:18]=1[CH3:24])=[O:42])[CH2:45][CH2:46][CH3:47], predict the reactants needed to synthesize it. The reactants are: [CH3:1][O:2][C:3]1[CH:4]=[C:5]2[C:10](=[CH:11][C:12]=1[O:13][CH3:14])[N:9]=[CH:8][CH:7]=[C:6]2[O:15][C:16]1[C:22]([CH3:23])=[CH:21][C:19]([NH2:20])=[C:18]([CH3:24])[CH:17]=1.C(N(CC)CC)C.ClC(Cl)(O[C:36](=[O:42])OC(Cl)(Cl)Cl)Cl.[CH2:44]([N:48]([CH2:52][CH2:53][CH2:54][CH3:55])[CH2:49][CH2:50][NH2:51])[CH2:45][CH2:46][CH3:47]. (3) Given the product [Br:1][C:2]1[C:3]([C:7]2[CH:12]=[CH:11][CH:10]=[CH:9][C:8]=2[Cl:13])=[N:4][N:5]([C:16]2[C:15]([CH3:14])=[CH:20][N:19]=[C:18]([NH:21][C:22](=[O:24])[CH3:23])[CH:17]=2)[CH:6]=1, predict the reactants needed to synthesize it. The reactants are: [Br:1][C:2]1[C:3]([C:7]2[CH:12]=[CH:11][CH:10]=[CH:9][C:8]=2[Cl:13])=[N:4][NH:5][CH:6]=1.[CH3:14][C:15]1[C:16](B2OC(C)(C)C(C)(C)O2)=[CH:17][C:18]([NH:21][C:22](=[O:24])[CH3:23])=[N:19][CH:20]=1.N1C=CC=CC=1. (4) Given the product [O:19]1[CH2:20][CH2:21][N:1]([C@H:2]2[CH2:7][CH2:6][C@H:5]([NH:8][C:9](=[O:15])[O:10][C:11]([CH3:12])([CH3:14])[CH3:13])[CH2:4][CH2:3]2)[CH2:17][CH2:18]1, predict the reactants needed to synthesize it. The reactants are: [NH2:1][C@H:2]1[CH2:7][CH2:6][C@H:5]([NH:8][C:9](=[O:15])[O:10][C:11]([CH3:14])([CH3:13])[CH3:12])[CH2:4][CH2:3]1.Br[CH2:17][CH2:18][O:19][CH2:20][CH2:21]Br.C(N(CC)CC)C. (5) Given the product [CH2:1]([N:8]1[CH2:17][CH2:16][C:15]2[C:14]([C:20]3[CH:25]=[CH:24][CH:23]=[CH:22][CH:21]=3)=[N:13][C:12]([Cl:19])=[N:11][C:10]=2[CH2:9]1)[C:2]1[CH:7]=[CH:6][CH:5]=[CH:4][CH:3]=1, predict the reactants needed to synthesize it. The reactants are: [CH2:1]([N:8]1[CH2:17][CH2:16][C:15]2[C:14](Cl)=[N:13][C:12]([Cl:19])=[N:11][C:10]=2[CH2:9]1)[C:2]1[CH:7]=[CH:6][CH:5]=[CH:4][CH:3]=1.[C:20]1(B(O)O)[CH:25]=[CH:24][CH:23]=[CH:22][CH:21]=1.C(N(CC)CC)C.C(COC)OC. (6) Given the product [CH2:43]([O:42][C:38]1[CH:37]=[C:36]([Cl:50])[C:35]([CH2:34][N:15]2[CH2:16][CH2:17][CH:13]([CH:10]3[CH2:11][CH2:12][CH:7]([O:6][Si:5]([C:1]([CH3:4])([CH3:2])[CH3:3])([C:19]4[CH:20]=[CH:21][CH:22]=[CH:23][CH:24]=4)[C:25]4[CH:30]=[CH:29][CH:28]=[CH:27][CH:26]=4)[CH2:8][CH2:9]3)[C:14]2=[O:18])=[C:40]([Cl:41])[CH:39]=1)[C:44]1[CH:45]=[CH:46][CH:47]=[CH:48][CH:49]=1, predict the reactants needed to synthesize it. The reactants are: [C:1]([Si:5]([C:25]1[CH:30]=[CH:29][CH:28]=[CH:27][CH:26]=1)([C:19]1[CH:24]=[CH:23][CH:22]=[CH:21][CH:20]=1)[O:6][CH:7]1[CH2:12][CH2:11][CH:10]([CH:13]2[CH2:17][CH2:16][NH:15][C:14]2=[O:18])[CH2:9][CH2:8]1)([CH3:4])([CH3:3])[CH3:2].[H-].[Na+].Br[CH2:34][C:35]1[C:40]([Cl:41])=[CH:39][C:38]([O:42][CH2:43][C:44]2[CH:49]=[CH:48][CH:47]=[CH:46][CH:45]=2)=[CH:37][C:36]=1[Cl:50]. (7) Given the product [Cl:4][C:5]1[N:6]=[CH:7][C:8]2[CH:13]=[C:12]([C:14]([N:22]([CH3:23])[CH3:21])=[O:15])[N:11]([CH:16]3[CH2:17][CH2:18][CH2:19][CH2:20]3)[C:9]=2[N:10]=1, predict the reactants needed to synthesize it. The reactants are: [C-]#N.[Na+].[Cl:4][C:5]1[N:6]=[CH:7][C:8]2[CH:13]=[C:12]([CH2:14][OH:15])[N:11]([CH:16]3[CH2:20][CH2:19][CH2:18][CH2:17]3)[C:9]=2[N:10]=1.[CH3:21][NH:22][CH3:23].N[C@H](C(O)=O)C. (8) Given the product [OH:2][CH2:3][C:5]1[CH:6]=[CH:7][C:8]2[S:9][CH2:10][C:11](=[O:15])[NH:12][C:13]=2[N:14]=1, predict the reactants needed to synthesize it. The reactants are: C[O:2][C:3]([C:5]1[CH:6]=[CH:7][C:8]2[S:9][CH2:10][C:11](=[O:15])[NH:12][C:13]=2[N:14]=1)=O.C([BH-](CC)CC)C.[Li+].C(O)(=O)C.OO.S(S([O-])=O)([O-])(=O)=O.[Na+].[Na+]. (9) Given the product [C@@H:30]1([NH:29][C:28]2[C:23]3[CH:22]=[CH:21][N:20]([C@H:4]4[CH2:3][C@@H:7]5[O:8][CH:9]([C:12]6[CH:13]=[CH:14][C:15]([O:18][CH3:19])=[CH:16][CH:17]=6)[O:10][CH2:11][C@@H:6]5[CH2:5]4)[C:24]=3[N:25]=[CH:26][N:27]=2)[C:38]2[C:33](=[CH:34][CH:35]=[CH:36][CH:37]=2)[CH2:32][CH2:31]1, predict the reactants needed to synthesize it. The reactants are: C(=S)(OC1C=CC=CC=1)O[C@@H:3]1[C@@H:7]2[O:8][CH:9]([C:12]3[CH:17]=[CH:16][C:15]([O:18][CH3:19])=[CH:14][CH:13]=3)[O:10][CH2:11][C@@H:6]2[CH2:5][C@H:4]1[N:20]1[C:24]2[N:25]=[CH:26][N:27]=[C:28]([NH:29][C@@H:30]3[C:38]4[C:33](=[CH:34][CH:35]=[CH:36][CH:37]=4)[CH2:32][CH2:31]3)[C:23]=2[CH:22]=[CH:21]1.C([SnH](CCCC)CCCC)CCC.N(C(C)(C)C#N)=NC(C)(C)C#N.